This data is from Reaction yield outcomes from USPTO patents with 853,638 reactions. The task is: Predict the reaction yield, written as a fraction of the theoretical maximum amount of product (1.0 means a 100% yield; for example, 0.34 means a 34% yield). (1) The reactants are [C:1]([C:3]1[CH:8]=[CH:7][C:6]([N:9]2[C:13](C(O)=O)=[C:12]([CH3:17])[CH:11]=[N:10]2)=[CH:5][CH:4]=1)#[N:2].C([N:21]([CH:24](C)C)CC)(C)C.C1(P(N=[N+]=[N-])(C2C=CC=CC=2)=[O:34])C=CC=CC=1.[Cl:44][C:45]1[CH:50]=[CH:49][CH:48]=[CH:47][C:46]=1[C@H:51]([OH:53])[CH3:52]. The catalyst is C1(C)C=CC=CC=1. The product is [Cl:44][C:45]1[CH:50]=[CH:49][CH:48]=[CH:47][C:46]=1[C@H:51]([O:53][C:24](=[O:34])[NH:21][C:13]1[N:9]([C:6]2[CH:5]=[CH:4][C:3]([C:1]#[N:2])=[CH:8][CH:7]=2)[N:10]=[CH:11][C:12]=1[CH3:17])[CH3:52]. The yield is 0.330. (2) The reactants are [CH3:1][C:2]1[N:3]([CH2:31][C:32]([O:34]CC)=[O:33])[C:4]2[CH2:5][C:6]([CH3:30])([CH3:29])[CH2:7][CH2:8][C:9]=2[C:10]=1[S:11][C:12]1[CH:17]=[CH:16][CH:15]=[CH:14][C:13]=1[N:18]([CH3:28])[S:19]([C:22]1[CH:27]=[CH:26][CH:25]=[CH:24][CH:23]=1)(=[O:21])=[O:20].[OH-].[Na+]. The catalyst is C1COCC1.O. The product is [CH3:1][C:2]1[N:3]([CH2:31][C:32]([OH:34])=[O:33])[C:4]2[CH2:5][C:6]([CH3:30])([CH3:29])[CH2:7][CH2:8][C:9]=2[C:10]=1[S:11][C:12]1[CH:17]=[CH:16][CH:15]=[CH:14][C:13]=1[N:18]([CH3:28])[S:19]([C:22]1[CH:27]=[CH:26][CH:25]=[CH:24][CH:23]=1)(=[O:21])=[O:20]. The yield is 0.723. (3) The reactants are [CH3:1][O:2][C:3]1[CH:8]=[C:7](F)[C:6]([CH3:10])=[CH:5][C:4]=1[N+:11]([O-:13])=[O:12].[CH3:14][O:15][CH2:16][CH2:17][N:18]1[CH2:23][CH2:22][NH:21][CH2:20][CH2:19]1.C([O-])([O-])=O.[K+].[K+].O. The catalyst is CS(C)=O. The product is [CH3:10][C:6]1[CH:5]=[C:4]([N+:11]([O-:13])=[O:12])[C:3]([O:2][CH3:1])=[CH:8][C:7]=1[N:21]1[CH2:22][CH2:23][N:18]([CH2:17][CH2:16][O:15][CH3:14])[CH2:19][CH2:20]1. The yield is 0.860.